From a dataset of Forward reaction prediction with 1.9M reactions from USPTO patents (1976-2016). Predict the product of the given reaction. (1) Given the reactants [C:1]([C:3]1[N:4]=[C:5]2[C:18](=NO)[C:17]3[CH:16]=[CH:15][CH:14]=[CH:13][C:12]=3[C:6]2=[N:7][C:8]=1[C:9]([NH2:11])=[O:10])#[N:2].FC(F)(F)C(OI(C1C=CC=CC=1)OC(=O)C(F)(F)F)=[O:24], predict the reaction product. The product is: [C:1]([C:3]1[N:4]=[C:5]2[C:18](=[O:24])[C:17]3[CH:16]=[CH:15][CH:14]=[CH:13][C:12]=3[C:6]2=[N:7][C:8]=1[C:9]([NH2:11])=[O:10])#[N:2]. (2) Given the reactants [Cl:1][C:2]1[C:3](F)=[CH:4][C:5]([F:24])=[C:6]([S:8]([N:11]([C:19]2[N:20]=[CH:21][S:22][CH:23]=2)[C:12](=[O:18])[O:13][C:14]([CH3:17])([CH3:16])[CH3:15])(=[O:10])=[O:9])[CH:7]=1.[NH2:26][C:27]1[CH:32]=[C:31]([C:33]2[CH:38]=[C:37]([F:39])[CH:36]=[CH:35][C:34]=2[OH:40])[CH:30]=[CH:29][N:28]=1.C(=O)([O-])[O-].[K+].[K+].[Cl-].[NH4+], predict the reaction product. The product is: [NH2:26][C:27]1[CH:32]=[C:31]([C:33]2[CH:38]=[C:37]([F:39])[CH:36]=[CH:35][C:34]=2[O:40][C:3]2[C:2]([Cl:1])=[CH:7][C:6]([S:8]([N:11]([C:19]3[N:20]=[CH:21][S:22][CH:23]=3)[C:12](=[O:18])[O:13][C:14]([CH3:16])([CH3:15])[CH3:17])(=[O:9])=[O:10])=[C:5]([F:24])[CH:4]=2)[CH:30]=[CH:29][N:28]=1.